This data is from Forward reaction prediction with 1.9M reactions from USPTO patents (1976-2016). The task is: Predict the product of the given reaction. (1) Given the reactants Cl[C:2]1[C:7]([N+:8]([O-:10])=[O:9])=[CH:6][CH:5]=[CH:4][N:3]=1.[NH2:11][CH2:12][C@@H:13]1[CH2:17][CH2:16][N:15]([C:18]([O:20][C:21]([CH3:24])([CH3:23])[CH3:22])=[O:19])[CH2:14]1.C(N(CC)CC)C, predict the reaction product. The product is: [N+:8]([C:7]1[C:2]([NH:11][CH2:12][C@@H:13]2[CH2:17][CH2:16][N:15]([C:18]([O:20][C:21]([CH3:24])([CH3:23])[CH3:22])=[O:19])[CH2:14]2)=[N:3][CH:4]=[CH:5][CH:6]=1)([O-:10])=[O:9]. (2) Given the reactants [C:1]([N:9]([CH2:20][C:21]1[CH:26]=[CH:25][C:24]([O:27][CH2:28][C:29]2[CH:34]=[CH:33][CH:32]=[CH:31][C:30]=2[F:35])=[C:23]([O:36][CH3:37])[CH:22]=1)[CH2:10][CH2:11][NH:12]C(=O)OC(C)(C)C)(=[O:8])[C:2]1[CH:7]=[CH:6][CH:5]=[CH:4][CH:3]=1.[F:38][C:39]([F:44])([F:43])[C:40]([OH:42])=[O:41], predict the reaction product. The product is: [F:38][C:39]([F:44])([F:43])[C:40]([OH:42])=[O:41].[NH2:12][CH2:11][CH2:10][N:9]([CH2:20][C:21]1[CH:26]=[CH:25][C:24]([O:27][CH2:28][C:29]2[CH:34]=[CH:33][CH:32]=[CH:31][C:30]=2[F:35])=[C:23]([O:36][CH3:37])[CH:22]=1)[C:1](=[O:8])[C:2]1[CH:7]=[CH:6][CH:5]=[CH:4][CH:3]=1. (3) Given the reactants Cl[C:2]1[CH:7]=[C:6]([O:8][CH2:9][C:10]#[CH:11])[N:5]=[CH:4][N:3]=1.C(=O)([O-])[O-].[K+].[K+].[CH3:18][C:19]1[CH:24]=[CH:23][C:22]([OH:25])=[CH:21][CH:20]=1.[Cl-].[NH4+], predict the reaction product. The product is: [CH3:18][C:19]1[CH:24]=[CH:23][C:22]([O:25][C:2]2[CH:7]=[C:6]([O:8][CH2:9][C:10]#[CH:11])[N:5]=[CH:4][N:3]=2)=[CH:21][CH:20]=1. (4) Given the reactants [CH3:1]C([O-])(C)C.[K+].IC.[F:9][C:10]1[CH:15]=[C:14]([F:16])[CH:13]=[CH:12][C:11]=1[NH:17][C:18]1[CH:25]=[CH:24][C:21]([C:22]#[N:23])=[C:20]([S:26][CH3:27])[N:19]=1.O, predict the reaction product. The product is: [F:9][C:10]1[CH:15]=[C:14]([F:16])[CH:13]=[CH:12][C:11]=1[N:17]([CH3:1])[C:18]1[CH:25]=[CH:24][C:21]([C:22]#[N:23])=[C:20]([S:26][CH3:27])[N:19]=1. (5) Given the reactants [OH:1][CH2:2][C:3]([NH:6][S:7]([C:10]1[S:14][C:13]([NH:15]C(=O)C)=[N:12][C:11]=1[CH3:19])(=[O:9])=[O:8])([CH3:5])[CH3:4], predict the reaction product. The product is: [OH:1][CH2:2][C:3]([NH:6][S:7]([C:10]1[S:14][C:13]([NH2:15])=[N:12][C:11]=1[CH3:19])(=[O:9])=[O:8])([CH3:5])[CH3:4]. (6) Given the reactants Br[C:2]1[CH:3]=[C:4]2[C:8](=[CH:9][CH:10]=1)[C:7](=[O:11])[N:6]([CH3:12])[CH2:5]2.CC1(C)C(C)(C)OB([C:21]2[CH:22]=[CH:23][C:24]([NH2:27])=[N:25][CH:26]=2)O1, predict the reaction product. The product is: [NH2:27][C:24]1[N:25]=[CH:26][C:21]([C:2]2[CH:3]=[C:4]3[C:8](=[CH:9][CH:10]=2)[C:7](=[O:11])[N:6]([CH3:12])[CH2:5]3)=[CH:22][CH:23]=1.